This data is from Forward reaction prediction with 1.9M reactions from USPTO patents (1976-2016). The task is: Predict the product of the given reaction. (1) Given the reactants [H-].[Na+].[F:3][C:4]1[C:9]([F:10])=[CH:8][CH:7]=[CH:6][C:5]=1[C@H:11]1[CH2:17][NH:16][C:15](=[O:18])[C@H:14]([NH:19][C:20](=[O:26])[O:21][C:22]([CH3:25])([CH3:24])[CH3:23])[CH2:13][CH2:12]1.Br[CH2:28][C:29]1[CH:34]=[CH:33][CH:32]=[CH:31][N:30]=1, predict the reaction product. The product is: [F:3][C:4]1[C:9]([F:10])=[CH:8][CH:7]=[CH:6][C:5]=1[C@H:11]1[CH2:17][N:16]([CH2:28][C:29]2[CH:34]=[CH:33][CH:32]=[CH:31][N:30]=2)[C:15](=[O:18])[C@H:14]([NH:19][C:20](=[O:26])[O:21][C:22]([CH3:23])([CH3:25])[CH3:24])[CH2:13][CH2:12]1. (2) Given the reactants [Cl:1][C:2]1[CH:3]=[CH:4][C:5]2[NH:10][C:9](=[O:11])[O:8][C:7]([CH:14]3[CH2:16][CH2:15]3)([CH:12]=C)[C:6]=2[CH:17]=1.[O:18]=[O+][O-].[BH4-].[Na+].CC(C)=O, predict the reaction product. The product is: [Cl:1][C:2]1[CH:3]=[CH:4][C:5]2[NH:10][C:9](=[O:11])[O:8][C:7]([CH:14]3[CH2:16][CH2:15]3)([CH2:12][OH:18])[C:6]=2[CH:17]=1.